This data is from Catalyst prediction with 721,799 reactions and 888 catalyst types from USPTO. The task is: Predict which catalyst facilitates the given reaction. Reactant: [N+:1]([C:4]1[C:5](=[O:20])[NH:6][C:7](=[O:19])[N:8]([CH:18]=1)[C@@H:9]1[O:17][C@H:14]([CH2:15][OH:16])[C@@H:12]([OH:13])[C@H:10]1[OH:11])([O-])=O.[N-:21]=[N+:22]=[N-].[Na+]. Product: [C@@H:9]1([N:8]2[C:18]3[N:22]=[N:21][NH:1][C:4]=3[C:5](=[O:20])[NH:6][C:7]2=[O:19])[O:17][C@H:14]([CH2:15][OH:16])[C@@H:12]([OH:13])[C@H:10]1[OH:11]. The catalyst class is: 3.